This data is from Forward reaction prediction with 1.9M reactions from USPTO patents (1976-2016). The task is: Predict the product of the given reaction. (1) Given the reactants [CH3:1][N:2]1[CH:6]=[C:5]([C:7]2[N:12]=[C:11]3[N:13]([CH2:16][C@@H:17]4[CH2:22][N:21]([C:23]5[N:28]=[CH:27][C:26]([C:29]6[CH2:34][CH2:33][N:32]([C:35](OC(C)(C)C)=O)[CH2:31][CH:30]=6)=[CH:25][N:24]=5)[CH2:20][CH2:19][O:18]4)[N:14]=[N:15][C:10]3=[N:9][CH:8]=2)[CH:4]=[N:3]1.[OH-].[Na+], predict the reaction product. The product is: [CH3:35][N:32]1[CH2:31][CH:30]=[C:29]([C:26]2[CH:27]=[N:28][C:23]([N:21]3[CH2:20][CH2:19][O:18][C@H:17]([CH2:16][N:13]4[C:11]5=[N:12][C:7]([C:5]6[CH:4]=[N:3][N:2]([CH3:1])[CH:6]=6)=[CH:8][N:9]=[C:10]5[N:15]=[N:14]4)[CH2:22]3)=[N:24][CH:25]=2)[CH2:34][CH2:33]1. (2) Given the reactants ClCC=O.N[C:6]1[N:13]=[CH:12][CH:11]=[CH:10][C:7]=1[C:8]#[N:9].C(=O)([O-])O.[Na+].[C:19](#[N:21])[CH3:20], predict the reaction product. The product is: [N:21]1[CH:19]=[CH:20][N:13]2[CH:6]=[C:7]([C:8]#[N:9])[CH:10]=[CH:11][C:12]=12.